From a dataset of Reaction yield outcomes from USPTO patents with 853,638 reactions. Predict the reaction yield, written as a fraction of the theoretical maximum amount of product (1.0 means a 100% yield; for example, 0.34 means a 34% yield). (1) The reactants are [C:1]([C:3]1[CH:9]=[CH:8][C:7]([C:10]2[N:11]=[C:12]3[CH:17]=[CH:16][C:15]([C:18]4[CH:23]=[CH:22][CH:21]=[CH:20][C:19]=4[F:24])=[N:14][N:13]3[CH:25]=2)=[CH:6][C:4]=1[NH2:5])#[CH:2].N1C=CC=CC=1.[CH3:32][C:33]([CH3:38])([CH3:37])[C:34](Cl)=[O:35]. The catalyst is C(#N)C. The product is [C:1]([C:3]1[CH:9]=[CH:8][C:7]([C:10]2[N:11]=[C:12]3[CH:17]=[CH:16][C:15]([C:18]4[CH:23]=[CH:22][CH:21]=[CH:20][C:19]=4[F:24])=[N:14][N:13]3[CH:25]=2)=[CH:6][C:4]=1[NH:5][C:34](=[O:35])[C:33]([CH3:38])([CH3:37])[CH3:32])#[CH:2]. The yield is 0.780. (2) The reactants are [Br:1][C:2]1[CH:7]=[CH:6][C:5]([CH:8]([CH3:12])[C:9]([OH:11])=O)=[CH:4][CH:3]=1.O=S(Cl)Cl.[CH3:17][O:18][C:19](=[O:29])[C:20]1[C:25]([Cl:26])=[CH:24][C:23]([Cl:27])=[CH:22][C:21]=1[NH2:28].CCCCCC. The catalyst is CCOC(C)=O. The product is [CH3:17][O:18][C:19](=[O:29])[C:20]1[C:25]([Cl:26])=[CH:24][C:23]([Cl:27])=[CH:22][C:21]=1[NH:28][C:9](=[O:11])[CH:8]([C:5]1[CH:4]=[CH:3][C:2]([Br:1])=[CH:7][CH:6]=1)[CH3:12]. The yield is 0.550. (3) The reactants are [Si:1]([O:8][C:9]1([CH3:33])[C:14](=[O:15])[CH:13]([Se]C2C=CC=CC=2)[CH:12]([C:23]2[CH:28]=[CH:27][N:26]=[CH:25][C:24]=2[N+:29]([O-:31])=[O:30])[O:11][CH:10]1[CH3:32])([C:4]([CH3:7])([CH3:6])[CH3:5])([CH3:3])[CH3:2].I([O-])(=O)(=O)=O.[Na+].S([O-])([O-])(=O)=S.[Na+].[Na+]. The catalyst is C1COCC1.O.O. The product is [Si:1]([O:8][C:9]1([CH3:33])[C:14](=[O:15])[CH:13]=[C:12]([C:23]2[CH:28]=[CH:27][N:26]=[CH:25][C:24]=2[N+:29]([O-:31])=[O:30])[O:11][CH:10]1[CH3:32])([C:4]([CH3:7])([CH3:5])[CH3:6])([CH3:3])[CH3:2]. The yield is 0.760. (4) The reactants are Br[C:2]1[C:3]([NH:9][CH2:10][C:11]([O:13][CH2:14][CH3:15])=[O:12])=[N:4][CH:5]=[C:6]([Br:8])[N:7]=1.[CH3:16][O:17][C:18]1[CH:23]=[C:22]([O:24][CH3:25])[CH:21]=[CH:20][C:19]=1[CH2:26][NH2:27].C(N(CC)C(C)C)(C)C. The catalyst is CS(C)=O. The product is [Br:8][C:6]1[N:7]=[C:2]([NH:27][CH2:26][C:19]2[CH:20]=[CH:21][C:22]([O:24][CH3:25])=[CH:23][C:18]=2[O:17][CH3:16])[C:3]([NH:9][CH2:10][C:11]([O:13][CH2:14][CH3:15])=[O:12])=[N:4][CH:5]=1. The yield is 0.480.